This data is from Cav3 T-type calcium channel HTS with 100,875 compounds. The task is: Binary Classification. Given a drug SMILES string, predict its activity (active/inactive) in a high-throughput screening assay against a specified biological target. The drug is o1c(N(C)C)c(nc1C(=O)N(C)C)C#N. The result is 0 (inactive).